Dataset: Full USPTO retrosynthesis dataset with 1.9M reactions from patents (1976-2016). Task: Predict the reactants needed to synthesize the given product. (1) The reactants are: [Br:1][C:2]1[C:7](=[O:8])[NH:6][C:4](=[O:5])[C:3]=1[Br:9].CN1CCOCC1.[CH3:17][O:18][C:19](Cl)=[O:20].C(Cl)Cl. Given the product [Br:9][C:3]1[C:4](=[O:5])[N:6]([C:19]([O:18][CH3:17])=[O:20])[C:7](=[O:8])[C:2]=1[Br:1], predict the reactants needed to synthesize it. (2) The reactants are: C(OC([NH:8][CH2:9][CH2:10][O:11][C:12]1[CH:17]=[C:16]([F:18])[CH:15]=[CH:14][C:13]=1[NH:19][C:20]1[C:21]2[C:28]([CH3:29])=[C:27]([C:30]([O:32][CH3:33])=[O:31])[S:26][C:22]=2[N:23]=[CH:24][N:25]=1)=O)(C)(C)C.[Cl:34]CCl. Given the product [ClH:34].[NH2:8][CH2:9][CH2:10][O:11][C:12]1[CH:17]=[C:16]([F:18])[CH:15]=[CH:14][C:13]=1[NH:19][C:20]1[C:21]2[C:28]([CH3:29])=[C:27]([C:30]([O:32][CH3:33])=[O:31])[S:26][C:22]=2[N:23]=[CH:24][N:25]=1, predict the reactants needed to synthesize it. (3) Given the product [F:15][C:14]([F:17])([F:16])[C:7]1[CH:6]=[N:5][NH:4][C:9](=[O:10])[CH:8]=1, predict the reactants needed to synthesize it. The reactants are: C([NH:4]/[N:5]=[CH:6]/[C:7](/[C:14]([F:17])([F:16])[F:15])=[CH:8]\[C:9](OCC)=[O:10])(=O)N.C([O-])([O-])=O.[Na+].[Na+]. (4) The reactants are: [CH3:1][O:2][C:3]1[CH:19]=[CH:18][CH:17]=[CH:16][C:4]=1[O:5][CH2:6][CH:7]([OH:15])[CH2:8][N:9]1[CH2:14][CH2:13][NH:12][CH2:11][CH2:10]1.[CH3:20][C:21]1[CH:26]=[CH:25][CH:24]=[C:23]([CH3:27])[C:22]=1[NH:28][C:29]([CH2:31]Cl)=[O:30]. Given the product [CH3:20][C:21]1[C:22]([NH:28][C:29]([CH2:31][N:12]2[CH2:13][CH2:14][N:9]([CH2:8][CH:7]([OH:15])[CH2:6][O:5][C:4]3[CH:16]=[CH:17][CH:18]=[CH:19][C:3]=3[O:2][CH3:1])[CH2:10][CH2:11]2)=[O:30])=[C:23]([CH3:27])[CH:24]=[CH:25][CH:26]=1, predict the reactants needed to synthesize it. (5) Given the product [CH3:27][O:26][C:21]1[CH:22]=[CH:23][CH:24]=[CH:25][C:20]=1[CH2:19][O:18][CH2:17][CH2:16][CH2:15][O:14][C:11]1[CH:12]=[CH:13][C:8]([CH:7]2[CH2:6][CH2:5][N:4]([C:28]([O:30][CH2:31][C:32]3[CH:33]=[CH:34][CH:35]=[CH:36][CH:37]=3)=[O:29])[CH2:3][CH:2]2[O:1][CH2:39][C:40]2[CH:41]=[CH:42][C:43]([CH3:60])=[C:44]([O:45][CH2:46][CH2:47][O:48][Si:49]([CH:53]([CH3:55])[CH3:54])([CH:56]([CH3:58])[CH3:57])[CH:50]([CH3:51])[CH3:52])[CH:59]=2)=[CH:9][CH:10]=1, predict the reactants needed to synthesize it. The reactants are: [OH:1][CH:2]1[CH:7]([C:8]2[CH:13]=[CH:12][C:11]([O:14][CH2:15][CH2:16][CH2:17][O:18][CH2:19][C:20]3[CH:25]=[CH:24][CH:23]=[CH:22][C:21]=3[O:26][CH3:27])=[CH:10][CH:9]=2)[CH2:6][CH2:5][N:4]([C:28]([O:30][CH2:31][C:32]2[CH:37]=[CH:36][CH:35]=[CH:34][CH:33]=2)=[O:29])[CH2:3]1.Cl[CH2:39][C:40]1[CH:41]=[CH:42][C:43]([CH3:60])=[C:44]([CH:59]=1)[O:45][CH2:46][CH2:47][O:48][Si:49]([CH:56]([CH3:58])[CH3:57])([CH:53]([CH3:55])[CH3:54])[CH:50]([CH3:52])[CH3:51].